Dataset: Catalyst prediction with 721,799 reactions and 888 catalyst types from USPTO. Task: Predict which catalyst facilitates the given reaction. (1) Reactant: C(OC([N:8]1[CH2:13][CH2:12][CH:11]([C:14]2[C:22]3[C:17](=[N:18][CH:19]=[CH:20][CH:21]=3)[NH:16][CH:15]=2)[CH2:10][CH2:9]1)=O)(C)(C)C.Br[CH2:24][C:25]1[O:26][CH:27]=[CH:28][CH:29]=1. Product: [O:26]1[CH:27]=[CH:28][CH:29]=[C:25]1[CH2:24][N:16]1[C:17]2=[N:18][CH:19]=[CH:20][CH:21]=[C:22]2[C:14]([CH:11]2[CH2:10][CH2:9][NH:8][CH2:13][CH2:12]2)=[CH:15]1. The catalyst class is: 27. (2) Reactant: Cl.Cl.[CH2:3]([N:10]1[CH2:15][CH2:14][CH:13]([C:16]([NH2:18])=[NH:17])[CH2:12][CH2:11]1)[C:4]1[CH:9]=[CH:8][CH:7]=[CH:6][CH:5]=1.C(=O)([O-])[O-].[K+].[K+].[Cl:25][C:26]1[CH:27]=[C:28]([CH:33]=[CH:34][C:35]=1[F:36])[C:29](=O)[CH2:30]Br. Product: [CH2:3]([N:10]1[CH2:11][CH2:12][CH:13]([C:16]2[NH:18][C:29]([C:28]3[CH:33]=[CH:34][C:35]([F:36])=[C:26]([Cl:25])[CH:27]=3)=[CH:30][N:17]=2)[CH2:14][CH2:15]1)[C:4]1[CH:5]=[CH:6][CH:7]=[CH:8][CH:9]=1. The catalyst class is: 42. (3) Product: [Cl:1][C:2]1[CH:8]=[C:7]([O:9][C:10]2[C:19]3[C:14](=[CH:15][C:16]([O:22][CH3:23])=[C:17]([O:20][CH3:21])[CH:18]=3)[N:13]=[CH:12][N:11]=2)[CH:6]=[CH:5][C:3]=1[NH:4][C:28](=[O:34])[O:27][CH:25]1[CH2:38][CH2:37][CH2:36][CH2:40]1. Reactant: [Cl:1][C:2]1[CH:8]=[C:7]([O:9][C:10]2[C:19]3[C:14](=[CH:15][C:16]([O:22][CH3:23])=[C:17]([O:20][CH3:21])[CH:18]=3)[N:13]=[CH:12][N:11]=2)[CH:6]=[CH:5][C:3]=1[NH2:4].Cl[C:25](Cl)([O:27][C:28](=[O:34])OC(Cl)(Cl)Cl)Cl.[CH:36]1(O)[CH2:40]C[CH2:38][CH2:37]1.C(=O)(O)[O-].[Na+]. The catalyst class is: 208.